Predict which catalyst facilitates the given reaction. From a dataset of Catalyst prediction with 721,799 reactions and 888 catalyst types from USPTO. (1) Product: [OH:3][C:4]1[CH:9]=[CH:8][C:7]([N:10]([C:12]2[C:21]3[C:16](=[CH:17][CH:18]=[CH:19][CH:20]=3)[N:15]=[C:14]([CH3:22])[N:13]=2)[CH3:11])=[CH:6][CH:5]=1. The catalyst class is: 4. Reactant: Cl.C[O:3][C:4]1[CH:9]=[CH:8][C:7]([N:10]([C:12]2[C:21]3[C:16](=[CH:17][CH:18]=[CH:19][CH:20]=3)[N:15]=[C:14]([CH3:22])[N:13]=2)[CH3:11])=[CH:6][CH:5]=1.B(Br)(Br)Br. (2) Reactant: [OH-].[Na+].C([O:5][C:6](=[O:28])[CH2:7][NH:8][C:9]([NH:11][C:12]1[S:13][C:14]([C:18]2[CH:23]=[CH:22][C:21]([S:24]([CH3:27])(=[O:26])=[O:25])=[CH:20][CH:19]=2)=[C:15]([CH3:17])[N:16]=1)=[O:10])C. Product: [CH3:27][S:24]([C:21]1[CH:22]=[CH:23][C:18]([C:14]2[S:13][C:12]([NH:11][C:9](=[O:10])[NH:8][CH2:7][C:6]([OH:28])=[O:5])=[N:16][C:15]=2[CH3:17])=[CH:19][CH:20]=1)(=[O:25])=[O:26]. The catalyst class is: 5. (3) Reactant: CNC1(NC)C=CN=CC1.[C:11]([C:15]1[CH:16]=[C:17]([C:22]2[N:26]([CH3:27])[C:25]([C:28]#[N:29])=[CH:24][CH:23]=2)[CH:18]=[CH:19][C:20]=1[OH:21])([CH3:14])([CH3:13])[CH3:12].BrC1C=CC(O)=C(C(C)(C)C)C=1.CN1C=CC=C1C#N.[S:50](O[S:50]([C:53]([F:56])([F:55])[F:54])(=[O:52])=[O:51])([C:53]([F:56])([F:55])[F:54])(=[O:52])=[O:51].Cl. Product: [F:54][C:53]([F:56])([F:55])[S:50]([O:21][C:20]1[CH:19]=[CH:18][C:17]([C:22]2[N:26]([CH3:27])[C:25]([C:28]#[N:29])=[CH:24][CH:23]=2)=[CH:16][C:15]=1[C:11]([CH3:14])([CH3:12])[CH3:13])(=[O:52])=[O:51]. The catalyst class is: 300. (4) Reactant: [C:1]([C:4]1([NH:10][S:11]([CH2:14][C:15]2[CH:20]=[CH:19][C:18]([Cl:21])=[CH:17][CH:16]=2)(=[O:13])=[O:12])[CH2:9][CH2:8][CH2:7][CH2:6][CH2:5]1)(=O)[CH3:2].ClC1C=CC(CS(Cl)(=O)=O)=CC=1.C(NC1CCCCC1)#C.C(N(CC)CC)C. Product: [Cl:21][C:18]1[CH:17]=[CH:16][C:15]([CH2:14][S:11]([NH:10][C:4]2([C:1]#[CH:2])[CH2:5][CH2:6][CH2:7][CH2:8][CH2:9]2)(=[O:13])=[O:12])=[CH:20][CH:19]=1. The catalyst class is: 54. (5) Reactant: [F:1][CH:2]([F:14])[O:3][C:4]1[N:9]=[C:8]2[S:10][C:11]([NH2:13])=[N:12][C:7]2=[CH:6][CH:5]=1.[N:15]1([C:20](N2C=CN=C2)=[S:21])[CH:19]=[CH:18][N:17]=[CH:16]1. Product: [F:14][CH:2]([F:1])[O:3][C:4]1[N:9]=[C:8]2[S:10][C:11]([NH:13][C:20]([N:15]3[CH:19]=[CH:18][N:17]=[CH:16]3)=[S:21])=[N:12][C:7]2=[CH:6][CH:5]=1. The catalyst class is: 10.